Dataset: Catalyst prediction with 721,799 reactions and 888 catalyst types from USPTO. Task: Predict which catalyst facilitates the given reaction. Reactant: Cl.[Cl:2][C:3]1[CH:4]=[C:5]2[C:9](=[CH:10][CH:11]=1)[NH:8][CH:7]=[C:6]2[CH2:12][CH2:13][NH2:14].[OH:15][CH2:16][C@@H:17]([NH:25][C:26](=[O:30])[C:27](O)=[O:28])[CH2:18][C:19]1[CH:24]=[CH:23][CH:22]=[CH:21][CH:20]=1.CN(C(ON1N=NC2C=CC=NC1=2)=[N+](C)C)C.F[P-](F)(F)(F)(F)F.C(N(CC)C(C)C)(C)C. Product: [Cl:2][C:3]1[CH:4]=[C:5]2[C:9](=[CH:10][CH:11]=1)[NH:8][CH:7]=[C:6]2[CH2:12][CH2:13][NH:14][C:27](=[O:28])[C:26]([NH:25][C@@H:17]([CH2:18][C:19]1[CH:20]=[CH:21][CH:22]=[CH:23][CH:24]=1)[CH2:16][OH:15])=[O:30]. The catalyst class is: 3.